From a dataset of Catalyst prediction with 721,799 reactions and 888 catalyst types from USPTO. Predict which catalyst facilitates the given reaction. (1) Reactant: [CH3:1][O:2][C:3](=[O:11])[C:4]1[CH:9]=[CH:8][CH:7]=[C:6]([OH:10])[CH:5]=1.[CH2:12](Br)[CH:13]=[CH2:14].CC(C)([O-])C.[K+]. Product: [CH2:14]([O:10][C:6]1[CH:5]=[C:4]([CH:9]=[CH:8][CH:7]=1)[C:3]([O:2][CH3:1])=[O:11])[CH:13]=[CH2:12]. The catalyst class is: 16. (2) Reactant: [Br:1][C:2]1[CH:3]=[C:4]2[C:9](=[CH:10][CH:11]=1)[C:8](=[O:12])[N:7]([CH2:13][C:14]1[CH:19]=[CH:18][C:17]([S:20]([CH3:23])(=[O:22])=[O:21])=[CH:16][CH:15]=1)[C:6]([C:24](=[O:27])[CH2:25]Br)=[C:5]2[C:28]1[CH:33]=[CH:32][CH:31]=[CH:30][CH:29]=1.[C:34]([NH2:37])(=S)[CH3:35].O.C(=O)([O-])O.[Na+]. Product: [NH2:37]/[C:34](/[CH3:35])=[CH:25]\[C:24]([C:6]1[N:7]([CH2:13][C:14]2[CH:15]=[CH:16][C:17]([S:20]([CH3:23])(=[O:22])=[O:21])=[CH:18][CH:19]=2)[C:8](=[O:12])[C:9]2[C:4]([C:5]=1[C:28]1[CH:29]=[CH:30][CH:31]=[CH:32][CH:33]=1)=[CH:3][C:2]([Br:1])=[CH:11][CH:10]=2)=[O:27]. The catalyst class is: 3. (3) Reactant: [Cl:1][C:2]1[N:7]=[C:6](Cl)[C:5]([F:9])=[CH:4][N:3]=1.CCN(C(C)C)C(C)C.[NH2:19][C:20]1[CH:21]=[C:22]([CH:27]=[CH:28][CH:29]=1)[C:23]([NH:25][CH3:26])=[O:24]. Product: [Cl:1][C:2]1[N:7]=[C:6]([NH:19][C:20]2[CH:21]=[C:22]([CH:27]=[CH:28][CH:29]=2)[C:23]([NH:25][CH3:26])=[O:24])[C:5]([F:9])=[CH:4][N:3]=1. The catalyst class is: 32. (4) Reactant: [NH2:1][C:2]1[CH:3]=[N:4][CH:5]=[CH:6][CH:7]=1.C(N(CC)CC)C.[I:15][C:16]1[CH:24]=[CH:23][C:19]([C:20](Cl)=[O:21])=[CH:18][CH:17]=1. Product: [I:15][C:16]1[CH:24]=[CH:23][C:19]([C:20]([NH:1][C:2]2[CH:3]=[N:4][CH:5]=[CH:6][CH:7]=2)=[O:21])=[CH:18][CH:17]=1. The catalyst class is: 4.